This data is from Catalyst prediction with 721,799 reactions and 888 catalyst types from USPTO. The task is: Predict which catalyst facilitates the given reaction. (1) Reactant: [O-]CC.[Na+].[F:5][C:6]([F:16])([F:15])[C:7]1[CH:8]=[C:9]([NH:13][NH2:14])[CH:10]=[CH:11][CH:12]=1.[C:17](#[N:20])[CH:18]=[CH2:19]. Product: [F:5][C:6]([F:15])([F:16])[C:7]1[CH:8]=[C:9]([N:13]2[CH2:19][CH2:18][C:17]([NH2:20])=[N:14]2)[CH:10]=[CH:11][CH:12]=1. The catalyst class is: 8. (2) Product: [NH:8]1[CH2:13][CH2:12][CH:11]([NH:14][C:15]2[N:16]=[CH:17][C:18]([O:21][CH2:22][C:23]#[N:24])=[CH:19][CH:20]=2)[CH2:10][CH2:9]1. Reactant: C(OC([N:8]1[CH2:13][CH2:12][CH:11]([N:14](C(OC(C)(C)C)=O)[C:15]2[CH:20]=[CH:19][C:18]([O:21][CH2:22][C:23]#[N:24])=[CH:17][N:16]=2)[CH2:10][CH2:9]1)=O)(C)(C)C.FC(F)(F)C(O)=O.C(=O)([O-])[O-].[K+].[K+]. The catalyst class is: 4. (3) Reactant: [NH2:1][C:2]1[N:7]=[C:6]([NH:8][C@H:9]2[CH2:14][CH2:13][C@H:12]([O:15][CH3:16])[CH2:11][CH2:10]2)[C:5](/[CH:17]=[CH:18]/[C:19](OCC)=[O:20])=[C:4]([CH3:24])[N:3]=1.CCCCC=CCCCCC.C(N(CC)CC)C. Product: [NH2:1][C:2]1[N:3]=[C:4]([CH3:24])[C:5]2[CH:17]=[CH:18][C:19](=[O:20])[N:8]([C@H:9]3[CH2:14][CH2:13][C@H:12]([O:15][CH3:16])[CH2:11][CH2:10]3)[C:6]=2[N:7]=1. The catalyst class is: 310.